This data is from Full USPTO retrosynthesis dataset with 1.9M reactions from patents (1976-2016). The task is: Predict the reactants needed to synthesize the given product. Given the product [CH3:27][O:26][C:24](=[O:25])[C:23]1[CH:28]=[C:29]([NH:32][S:33]([CH3:36])(=[O:34])=[O:35])[CH:30]=[CH:31][C:22]=1/[CH:21]=[CH:20]/[C:7]1[CH:8]=[C:9]([C:11]2[C:12](=[O:18])[NH:13][C:14]([CH3:17])=[CH:15][CH:16]=2)[CH:10]=[C:5]([C:1]([CH3:2])([CH3:3])[CH3:4])[C:6]=1[O:37][CH3:38], predict the reactants needed to synthesize it. The reactants are: [C:1]([C:5]1[C:6]([O:37][CH3:38])=[C:7](/[CH:20]=[CH:21]/[C:22]2[CH:31]=[CH:30][C:29]([NH:32][S:33]([CH3:36])(=[O:35])=[O:34])=[CH:28][C:23]=2[C:24]([O:26][CH3:27])=[O:25])[CH:8]=[C:9]([C:11]2[C:12]([O:18]C)=[N:13][C:14]([CH3:17])=[CH:15][CH:16]=2)[CH:10]=1)([CH3:4])([CH3:3])[CH3:2].Br.C([O-])(O)=O.[Na+].